Dataset: Full USPTO retrosynthesis dataset with 1.9M reactions from patents (1976-2016). Task: Predict the reactants needed to synthesize the given product. (1) The reactants are: Cl.Br[C:3]1[C:4]([F:10])=[CH:5][C:6]([NH2:9])=[N:7][CH:8]=1.[CH2:11]([Sn](CCCC)(CCCC)C=C)[CH2:12]CC. Given the product [F:10][C:4]1[C:3]([CH:11]=[CH2:12])=[CH:8][N:7]=[C:6]([NH2:9])[CH:5]=1, predict the reactants needed to synthesize it. (2) Given the product [Br:17][C:18]1[CH:25]=[CH:24][C:21]([CH2:22][NH:23][CH2:13][C:12]2[CH:15]=[CH:16][C:9]([C:1]#[C:2][CH2:3][CH2:4][CH2:5][CH2:6][CH2:7][CH3:8])=[CH:10][CH:11]=2)=[CH:20][CH:19]=1, predict the reactants needed to synthesize it. The reactants are: [C:1]([C:9]1[CH:16]=[CH:15][C:12]([CH:13]=O)=[CH:11][CH:10]=1)#[C:2][CH2:3][CH2:4][CH2:5][CH2:6][CH2:7][CH3:8].[Br:17][C:18]1[CH:25]=[CH:24][C:21]([CH2:22][NH2:23])=[CH:20][CH:19]=1.